Task: Predict the reactants needed to synthesize the given product.. Dataset: Full USPTO retrosynthesis dataset with 1.9M reactions from patents (1976-2016) (1) Given the product [CH:36]1([CH2:35][O:1][C:2]2[CH:3]=[C:4]([C:10]3[C:14]([CH3:15])([CH3:16])[C:13](=[O:17])[N:12]([CH:18]4[CH2:23][CH2:22][N:21]([C:24](=[O:33])[CH2:25][N:26]5[C:27](=[O:32])[CH2:28][CH2:29][C:30]5=[O:31])[CH2:20][CH2:19]4)[N:11]=3)[CH:5]=[CH:6][C:7]=2[O:8][CH3:9])[CH2:38][CH2:37]1, predict the reactants needed to synthesize it. The reactants are: [OH:1][C:2]1[CH:3]=[C:4]([C:10]2[C:14]([CH3:16])([CH3:15])[C:13](=[O:17])[N:12]([CH:18]3[CH2:23][CH2:22][N:21]([C:24](=[O:33])[CH2:25][N:26]4[C:30](=[O:31])[CH2:29][CH2:28][C:27]4=[O:32])[CH2:20][CH2:19]3)[N:11]=2)[CH:5]=[CH:6][C:7]=1[O:8][CH3:9].Br[CH2:35][CH:36]1[CH2:38][CH2:37]1.C(=O)([O-])[O-].[K+].[K+]. (2) The reactants are: Br[C:2]1[CH:7]=[CH:6][C:5]([CH2:8][N:9]2[C:14](=[O:15])[C:13]([C:16]([NH:18][CH2:19][C:20]([OH:22])=[O:21])=[O:17])=[C:12]([OH:23])[C:11]([CH:24]([CH3:26])[CH3:25])=[N:10]2)=[C:4]([F:27])[CH:3]=1.[N+:28]([C:31]1C=[CH:35][C:34](B(O)O)=[CH:33][CH:32]=1)([O-])=O.C(=O)([O-])[O-].[K+].[K+].Cl. Given the product [F:27][C:4]1[CH:3]=[C:2]([C:33]2[CH:32]=[CH:31][N:28]=[CH:35][CH:34]=2)[CH:7]=[CH:6][C:5]=1[CH2:8][N:9]1[C:14](=[O:15])[C:13]([C:16]([NH:18][CH2:19][C:20]([OH:22])=[O:21])=[O:17])=[C:12]([OH:23])[C:11]([CH:24]([CH3:26])[CH3:25])=[N:10]1, predict the reactants needed to synthesize it. (3) Given the product [Cl:1][CH2:2][C:3]1[CH:4]=[C:5]([CH:9]=[CH:10][CH:11]=1)[C:6]([O:8][CH:12]([CH3:14])[CH3:13])=[O:7], predict the reactants needed to synthesize it. The reactants are: [Cl:1][CH2:2][C:3]1[CH:4]=[C:5]([CH:9]=[CH:10][CH:11]=1)[C:6]([OH:8])=[O:7].[CH:12](O)([CH3:14])[CH3:13]. (4) Given the product [CH3:1][C:2]1[C:7]([CH:8]=[O:9])=[CH:6][CH:5]=[CH:4][N:3]=1, predict the reactants needed to synthesize it. The reactants are: [CH3:1][C:2]1[C:7]([CH2:8][OH:9])=[CH:6][CH:5]=[CH:4][N:3]=1.